This data is from Peptide-MHC class I binding affinity with 185,985 pairs from IEDB/IMGT. The task is: Regression. Given a peptide amino acid sequence and an MHC pseudo amino acid sequence, predict their binding affinity value. This is MHC class I binding data. (1) The peptide sequence is DTRGIFSAY. The MHC is HLA-A02:06 with pseudo-sequence HLA-A02:06. The binding affinity (normalized) is 0.0847. (2) The peptide sequence is IVTFINDYA. The MHC is HLA-A02:03 with pseudo-sequence HLA-A02:03. The binding affinity (normalized) is 0.261. (3) The peptide sequence is ITCKAFGLY. The MHC is HLA-A24:02 with pseudo-sequence HLA-A24:02. The binding affinity (normalized) is 0. (4) The peptide sequence is FLCPTFTLK. The MHC is HLA-A02:06 with pseudo-sequence HLA-A02:06. The binding affinity (normalized) is 0.417. (5) The peptide sequence is GYVTHGFNL. The MHC is HLA-A01:01 with pseudo-sequence HLA-A01:01. The binding affinity (normalized) is 0. (6) The MHC is HLA-B44:02 with pseudo-sequence HLA-B44:02. The binding affinity (normalized) is 0.0847. The peptide sequence is KIRLGFHWK. (7) The peptide sequence is TPSHYSGNI. The MHC is HLA-A25:01 with pseudo-sequence HLA-A25:01. The binding affinity (normalized) is 0.0847. (8) The peptide sequence is LPVEYLQVP. The MHC is HLA-B45:01 with pseudo-sequence HLA-B45:01. The binding affinity (normalized) is 0. (9) The peptide sequence is FLKDVMESM. The MHC is HLA-B15:01 with pseudo-sequence HLA-B15:01. The binding affinity (normalized) is 0.502. (10) The peptide sequence is RPTPKKMNIV. The MHC is HLA-B54:01 with pseudo-sequence HLA-B54:01. The binding affinity (normalized) is 0.198.